From a dataset of Full USPTO retrosynthesis dataset with 1.9M reactions from patents (1976-2016). Predict the reactants needed to synthesize the given product. (1) Given the product [C:3](=[O:4])([OH:6])[O-:5].[C:7](=[O:10])([O-:8])[NH2:1].[NH4+:1], predict the reactants needed to synthesize it. The reactants are: [NH3:1].[NH4+].[C:3](=[O:6])([O-:5])[O-:4].[C:7](=[O:10])(O)[O-:8].C(=O)=O. (2) Given the product [F:14][C:2]1([F:1])[O:6][C:5]2[CH:7]=[CH:8][C:9]([C:11]3([C:12]#[N:13])[CH2:17][CH2:16]3)=[CH:10][C:4]=2[O:3]1, predict the reactants needed to synthesize it. The reactants are: [F:1][C:2]1([F:14])[O:6][C:5]2[CH:7]=[CH:8][C:9]([CH2:11][C:12]#[N:13])=[CH:10][C:4]=2[O:3]1.Br[CH2:16][CH2:17]Cl. (3) Given the product [OH:7][CH2:8][C:9]1[N:10]=[C:11]([C:14]2[O:18][C:17]([C:19]([OH:22])([CH3:20])[CH3:21])=[N:16][N:15]=2)[S:12][CH:13]=1, predict the reactants needed to synthesize it. The reactants are: C[Si](C)(C)CCOC[O:7][CH2:8][C:9]1[N:10]=[C:11]([C:14]2[O:18][C:17]([C:19]([OH:22])([CH3:21])[CH3:20])=[N:16][N:15]=2)[S:12][CH:13]=1.Cl.O1CCOCC1. (4) Given the product [Br:13][C:14]1[CH:19]=[CH:18][CH:17]=[CH:16][C:15]=1[C:20]1[CH:21]=[CH:22][C:23]([CH2:26][N:9]2[C:10]3[C:6](=[CH:5][C:4]([CH3:3])=[CH:12][CH:11]=3)[CH:7]=[CH:8]2)=[CH:24][CH:25]=1, predict the reactants needed to synthesize it. The reactants are: [OH-].[Na+].[CH3:3][C:4]1[CH:5]=[C:6]2[C:10](=[CH:11][CH:12]=1)[NH:9][CH:8]=[CH:7]2.[Br:13][C:14]1[CH:19]=[CH:18][CH:17]=[CH:16][C:15]=1[C:20]1[CH:25]=[CH:24][C:23]([CH2:26]OS(C)(=O)=O)=[CH:22][CH:21]=1.